This data is from Forward reaction prediction with 1.9M reactions from USPTO patents (1976-2016). The task is: Predict the product of the given reaction. (1) Given the reactants [Cl:1][C:2]1[CH:7]=[CH:6][CH:5]=[CH:4][C:3]=1[C:8]1[O:9][C:10]2[C:15]([C:16](=[O:18])[CH:17]=1)=[C:14]([O:19]C)[CH:13]=[C:12]([O:21]C)[C:11]=2[C@@H:23]1[CH2:27][CH2:26][N:25]([CH3:28])[C@H:24]1[CH2:29][C:30]#[N:31].Cl.N1C=CC=CC=1, predict the reaction product. The product is: [Cl:1][C:2]1[CH:7]=[CH:6][CH:5]=[CH:4][C:3]=1[C:8]1[O:9][C:10]2[C:15]([C:16](=[O:18])[CH:17]=1)=[C:14]([OH:19])[CH:13]=[C:12]([OH:21])[C:11]=2[C@@H:23]1[CH2:27][CH2:26][N:25]([CH3:28])[C@H:24]1[CH2:29][C:30]#[N:31]. (2) Given the reactants [CH2:1]([C:8]1[N:9]=[C:10]([C@@H:13]2[CH2:17][CH2:16][C@H:15]([NH:18]C(=O)OC(C)(C)C)[CH2:14]2)[S:11][CH:12]=1)[C:2]1[CH:7]=[CH:6][CH:5]=[CH:4][CH:3]=1.FC(F)(F)C(O)=O, predict the reaction product. The product is: [CH2:1]([C:8]1[N:9]=[C:10]([C@@H:13]2[CH2:17][CH2:16][C@H:15]([NH2:18])[CH2:14]2)[S:11][CH:12]=1)[C:2]1[CH:3]=[CH:4][CH:5]=[CH:6][CH:7]=1. (3) Given the reactants Br[C:2]1[CH:3]=[CH:4][C:5]([S:8]([C:11]2[CH:16]=[CH:15][CH:14]=[CH:13][CH:12]=2)(=[O:10])=[O:9])=[N:6][CH:7]=1.[C:17]([C:19]1[CH:24]=[CH:23][CH:22]=[CH:21][CH:20]=1)#[CH:18].C(N(CC)CC)C, predict the reaction product. The product is: [C:19]1([C:17]#[C:18][C:2]2[CH:3]=[CH:4][C:5]([S:8]([C:11]3[CH:16]=[CH:15][CH:14]=[CH:13][CH:12]=3)(=[O:10])=[O:9])=[N:6][CH:7]=2)[CH:24]=[CH:23][CH:22]=[CH:21][CH:20]=1. (4) Given the reactants [CH3:1][C:2]1([CH3:50])[O:6][C@@H:5]([CH2:7][CH2:8][NH:9][C:10]([CH:12]2[CH:16]([C:17]3[CH:22]=[CH:21][CH:20]=[C:19]([Cl:23])[C:18]=3[F:24])[C:15]([C:27]3[CH:32]=[CH:31][C:30]([Cl:33])=[CH:29][C:28]=3[F:34])([C:25]#[N:26])[CH:14]([CH2:35][C:36]([CH3:39])([CH3:38])[CH3:37])[N:13]2[CH2:40][CH2:41][O:42][Si](C(C)(C)C)(C)C)=[O:11])[CH2:4][O:3]1.[F-].C([N+](CCCC)(CCCC)CCCC)CCC, predict the reaction product. The product is: [CH3:1][C:2]1([CH3:50])[O:6][C@@H:5]([CH2:7][CH2:8][NH:9][C:10]([CH:12]2[CH:16]([C:17]3[CH:22]=[CH:21][CH:20]=[C:19]([Cl:23])[C:18]=3[F:24])[C:15]([C:27]3[CH:32]=[CH:31][C:30]([Cl:33])=[CH:29][C:28]=3[F:34])([C:25]#[N:26])[CH:14]([CH2:35][C:36]([CH3:37])([CH3:38])[CH3:39])[N:13]2[CH2:40][CH2:41][OH:42])=[O:11])[CH2:4][O:3]1. (5) Given the reactants [CH3:1][N:2]1[CH2:8][CH2:7][C:6]2[CH:9]=[C:10]([NH:13][C:14]([C@H:16]([NH:24]C(=O)OC(C)(C)C)[CH2:17][CH2:18][C:19]3[NH:23][N:22]=[N:21][N:20]=3)=[O:15])[CH:11]=[CH:12][C:5]=2[CH2:4][CH2:3]1, predict the reaction product. The product is: [NH2:24][C@H:16]([CH2:17][CH2:18][C:19]1[NH:23][N:22]=[N:21][N:20]=1)[C:14]([NH:13][C:10]1[CH:11]=[CH:12][C:5]2[CH2:4][CH2:3][N:2]([CH3:1])[CH2:8][CH2:7][C:6]=2[CH:9]=1)=[O:15]. (6) Given the reactants [CH3:1][CH:2]1[C:7](=O)[CH2:6][CH2:5][O:4][CH2:3]1.[C:9]1([CH2:15][NH2:16])[CH:14]=[CH:13][CH:12]=[CH:11][CH:10]=1.C(O)(=O)C.[BH3-]C#N.[Na+], predict the reaction product. The product is: [CH2:15]([NH:16][C@@H:7]1[CH2:6][CH2:5][O:4][CH2:3][C@H:2]1[CH3:1])[C:9]1[CH:14]=[CH:13][CH:12]=[CH:11][CH:10]=1.[CH2:15]([NH:16][C@H:7]1[CH2:6][CH2:5][O:4][CH2:3][C@H:2]1[CH3:1])[C:9]1[CH:14]=[CH:13][CH:12]=[CH:11][CH:10]=1. (7) Given the reactants [I:1][C:2]1[CH:3]=[C:4]2[C:8](=[CH:9][CH:10]=1)[NH:7][C:6](=[O:11])[C:5]2=O.[NH:13]([C:15](=[O:31])[CH2:16][S:17][C:18]1[CH:23]=[CH:22][C:21]([S:24]([NH2:27])(=[O:26])=[O:25])=[CH:20][C:19]=1[N+:28]([O-:30])=[O:29])[NH2:14], predict the reaction product. The product is: [I:1][C:2]1[CH:3]=[C:4]2[C:8](=[CH:9][CH:10]=1)[NH:7][C:6](=[O:11])[C:5]2=[N:14][NH:13][C:15](=[O:31])[CH2:16][S:17][C:18]1[CH:23]=[CH:22][C:21]([S:24]([NH2:27])(=[O:25])=[O:26])=[CH:20][C:19]=1[N+:28]([O-:30])=[O:29]. (8) The product is: [C:1]1([C:25]2[CH:26]=[CH:27][CH:28]=[CH:29][CH:30]=2)[CH:6]=[CH:5][CH:4]=[C:3]([NH:7][C@@H:8]([CH2:12][C:13]2[CH:18]=[CH:17][C:16]([O:21][CH3:22])=[C:15]([O:23][CH3:24])[CH:14]=2)[C:9]([OH:11])=[O:10])[CH:2]=1. Given the reactants [C:1]1([C:25]2[CH:30]=[CH:29][CH:28]=[CH:27][CH:26]=2)[CH:6]=[CH:5][CH:4]=[C:3]([NH:7][C@@H:8]([CH2:12][C:13]2[CH:18]=[C:17](OC)[C:16]([O:21][CH3:22])=[C:15]([O:23][CH3:24])[CH:14]=2)[C:9]([OH:11])=[O:10])[CH:2]=1.COC1C=C(C[C@@H](C(O)=O)N)C=CC=1OC, predict the reaction product. (9) Given the reactants [CH3:1][O:2][C:3]1[CH:4]=[C:5](/[CH:9]=[CH:10]/[C:11]([OH:13])=O)[CH:6]=[CH:7][CH:8]=1.C(N(CC)CC)C.C1C=CC(P([N:35]=[N+:36]=[N-:37])(C2C=CC=CC=2)=O)=CC=1, predict the reaction product. The product is: [CH3:1][O:2][C:3]1[CH:4]=[C:5](/[CH:9]=[CH:10]/[C:11]([N:35]=[N+:36]=[N-:37])=[O:13])[CH:6]=[CH:7][CH:8]=1. (10) Given the reactants [CH2:1]([N:3]([CH2:30][CH3:31])[CH2:4][CH2:5][NH:6][C:7]([C:9]1[C:17]2[CH2:16][CH2:15][CH2:14]/[C:13](=[C:18]3/[C:19](=[O:28])[NH:20][C:21]4[C:26]/3=[CH:25][C:24]([F:27])=[CH:23][CH:22]=4)/[C:12]=2[NH:11][C:10]=1[CH3:29])=[O:8])[CH3:2].C(#N)C.[C:35]1([CH3:45])[CH:40]=[CH:39][C:38]([S:41]([OH:44])(=[O:43])=[O:42])=[CH:37][CH:36]=1, predict the reaction product. The product is: [C:35]1([CH3:45])[CH:36]=[CH:37][C:38]([S:41]([OH:44])(=[O:42])=[O:43])=[CH:39][CH:40]=1.[CH2:30]([N:3]([CH2:1][CH3:2])[CH2:4][CH2:5][NH:6][C:7]([C:9]1[C:17]2[CH2:16][CH2:15][CH2:14]/[C:13](=[C:18]3/[C:19](=[O:28])[NH:20][C:21]4[C:26]/3=[CH:25][C:24]([F:27])=[CH:23][CH:22]=4)/[C:12]=2[NH:11][C:10]=1[CH3:29])=[O:8])[CH3:31].